Task: Predict the product of the given reaction.. Dataset: Forward reaction prediction with 1.9M reactions from USPTO patents (1976-2016) (1) Given the reactants [Br:1][C:2]1[CH:7]=[CH:6][C:5]([OH:8])=[CH:4][CH:3]=1.C([O:11][C:12](=[O:17])[CH2:13][CH2:14][CH2:15]Br)C.C([O-])([O-])=O.[K+].[K+].[OH-].[Na+], predict the reaction product. The product is: [Br:1][C:2]1[CH:7]=[CH:6][C:5]([O:8][CH2:15][CH2:14][CH2:13][C:12]([OH:17])=[O:11])=[CH:4][CH:3]=1. (2) Given the reactants C(N(CC)CC)C.Cl[Si:9]([CH2:14][CH3:15])([CH2:12][CH3:13])[CH2:10][CH3:11].ClCCl.[C:19]([O:22][C@@H:23]1[C@@:34]([OH:36])([CH3:35])[CH2:33][CH2:32][C@@H:31]([OH:37])[CH2:30][C:29](=[O:38])[O:28][C@H:27](/[C:39](/[CH3:43])=[CH:40]/[CH:41]=[CH2:42])[C@@H:26]([CH3:44])[CH:25]=[CH:24]1)(=[O:21])[CH3:20], predict the reaction product. The product is: [C:19]([O:22][C@@H:23]1[C@@:34]([OH:36])([CH3:35])[CH2:33][CH2:32][C@@H:31]([O:37][Si:9]([CH2:14][CH3:15])([CH2:12][CH3:13])[CH2:10][CH3:11])[CH2:30][C:29](=[O:38])[O:28][C@H:27](/[C:39](/[CH3:43])=[CH:40]/[CH:41]=[CH2:42])[C@@H:26]([CH3:44])[CH:25]=[CH:24]1)(=[O:21])[CH3:20]. (3) Given the reactants [CH3:1][O:2][C:3]([C:5]1[C:9]([CH3:10])=[C:8]([C:11]2[CH:16]=[CH:15][CH:14]=[CH:13][C:12]=2[C:17]([F:20])([F:19])[F:18])[NH:7][CH:6]=1)=[O:4].[CH3:21][Si]([N-][Si](C)(C)C)(C)C.[Li+].IC, predict the reaction product. The product is: [CH3:1][O:2][C:3]([C:5]1[C:9]([CH3:10])=[C:8]([C:11]2[CH:16]=[CH:15][CH:14]=[CH:13][C:12]=2[C:17]([F:20])([F:19])[F:18])[N:7]([CH3:21])[CH:6]=1)=[O:4]. (4) The product is: [F:32][C:23]1[CH:24]=[CH:25][C:26]([C:28]([F:31])([F:29])[F:30])=[CH:27][C:22]=1[NH:21][C:19]([NH:18][C:15]1[CH:14]=[CH:13][C:12]([O:11][C:9]2[CH:8]=[CH:7][C:5]3[NH:6][C:2]([NH:1][S:34]([CH3:33])(=[O:36])=[O:35])=[N:3][C:4]=3[CH:10]=2)=[CH:17][CH:16]=1)=[O:20]. Given the reactants [NH2:1][C:2]1[NH:6][C:5]2[CH:7]=[CH:8][C:9]([O:11][C:12]3[CH:17]=[CH:16][C:15]([NH:18][C:19]([NH:21][C:22]4[CH:27]=[C:26]([C:28]([F:31])([F:30])[F:29])[CH:25]=[CH:24][C:23]=4[F:32])=[O:20])=[CH:14][CH:13]=3)=[CH:10][C:4]=2[N:3]=1.[CH3:33][S:34](Cl)(=[O:36])=[O:35].O.CO, predict the reaction product. (5) The product is: [Cl:29][C:30]1[CH:35]=[CH:34][C:33]([CH:36]([NH:38][C:24]([C:20]2[N:21]([CH3:23])[CH:22]=[C:18]([NH:17][C:15]([C:10]3[C:9]([C:6]4[CH:7]=[CH:8][C:3]([C:2]([F:1])([F:27])[F:28])=[CH:4][CH:5]=4)=[CH:14][CH:13]=[CH:12][CH:11]=3)=[O:16])[CH:19]=2)=[O:26])[CH3:37])=[CH:32][CH:31]=1. Given the reactants [F:1][C:2]([F:28])([F:27])[C:3]1[CH:8]=[CH:7][C:6]([C:9]2[C:10]([C:15]([NH:17][C:18]3[CH:19]=[C:20]([C:24]([OH:26])=O)[N:21]([CH3:23])[CH:22]=3)=[O:16])=[CH:11][CH:12]=[CH:13][CH:14]=2)=[CH:5][CH:4]=1.[Cl:29][C:30]1[CH:35]=[CH:34][C:33]([CH:36]([NH2:38])[CH3:37])=[CH:32][CH:31]=1.CN(C(ON1N=NC2C=CC=CC1=2)=[N+](C)C)C.[B-](F)(F)(F)F.ClCl, predict the reaction product.